Dataset: Reaction yield outcomes from USPTO patents with 853,638 reactions. Task: Predict the reaction yield, written as a fraction of the theoretical maximum amount of product (1.0 means a 100% yield; for example, 0.34 means a 34% yield). (1) The reactants are [CH3:1][O:2][CH2:3][O:4][C:5]1[CH:11]=[CH:10][C:8]([NH2:9])=[C:7]([N+:12]([O-:14])=[O:13])[CH:6]=1.[C:15]1([CH3:25])[CH:20]=[CH:19][C:18]([S:21](Cl)(=[O:23])=[O:22])=[CH:17][CH:16]=1.O. The catalyst is N1C=CC=CC=1. The product is [CH3:1][O:2][CH2:3][O:4][C:5]1[CH:11]=[CH:10][C:8]([NH:9][S:21]([C:18]2[CH:19]=[CH:20][C:15]([CH3:25])=[CH:16][CH:17]=2)(=[O:23])=[O:22])=[C:7]([N+:12]([O-:14])=[O:13])[CH:6]=1. The yield is 0.630. (2) The product is [CH:17]([C:14]1[CH:15]=[CH:16][C:11]([CH:8]2[C:7]3[C:2]([O:38][CH3:36])=[C:3]([NH:22][C:23](=[O:29])[CH2:24][C:25]([CH3:28])([CH3:27])[CH3:26])[C:4]([CH3:21])=[C:5]([CH3:20])[C:6]=3[O:10][CH2:9]2)=[CH:12][CH:13]=1)([CH3:19])[CH3:18]. No catalyst specified. The yield is 0.210. The reactants are Br[C:2]1[C:7]2[CH:8]([C:11]3[CH:16]=[CH:15][C:14]([CH:17]([CH3:19])[CH3:18])=[CH:13][CH:12]=3)[CH2:9][O:10][C:6]=2[C:5]([CH3:20])=[C:4]([CH3:21])[C:3]=1[NH:22][C:23](=[O:29])[CH2:24][C:25]([CH3:28])([CH3:27])[CH3:26].CCCCCC.[C:36](OCC)(=[O:38])C. (3) The reactants are [CH3:1][S:2][C:3]1[N:4]=[CH:5][C:6]2[C:15]3[CH:14]=[CH:13][C:12]([C:16]([O:18][CH3:19])=[O:17])=[CH:11][C:10]=3[NH:9][C:8](=O)[C:7]=2[N:21]=1.O=P(Cl)(Cl)[Cl:24].CCN(C(C)C)C(C)C. The catalyst is C1(C)C=CC=CC=1. The product is [Cl:24][C:8]1[C:7]2[N:21]=[C:3]([S:2][CH3:1])[N:4]=[CH:5][C:6]=2[C:15]2[CH:14]=[CH:13][C:12]([C:16]([O:18][CH3:19])=[O:17])=[CH:11][C:10]=2[N:9]=1. The yield is 0.630. (4) The reactants are Cl.[F:2][C:3]1[CH:4]=[C:5]([CH:28]=[CH:29][CH:30]=1)[CH2:6][N:7]1[C:15]2[C:10](=[CH:11][C:12]([NH:16][C:17]3[C:26]4[C:21](=[CH:22][CH:23]=[C:24](I)[CH:25]=4)[N:20]=[CH:19][N:18]=3)=[CH:13][CH:14]=2)[CH:9]=[N:8]1.[C:31]([O:35][C:36](=[O:41])[NH:37][CH2:38][C:39]#[CH:40])([CH3:34])([CH3:33])[CH3:32].N(C(C)C)C(C)C. The catalyst is C1COCC1.C1C=CC([P]([Pd]([P](C2C=CC=CC=2)(C2C=CC=CC=2)C2C=CC=CC=2)([P](C2C=CC=CC=2)(C2C=CC=CC=2)C2C=CC=CC=2)[P](C2C=CC=CC=2)(C2C=CC=CC=2)C2C=CC=CC=2)(C2C=CC=CC=2)C2C=CC=CC=2)=CC=1.[Cu]I. The product is [C:31]([O:35][C:36](=[O:41])[NH:37][CH2:38][C:39]#[C:40][C:24]1[CH:25]=[C:26]2[C:21](=[CH:22][CH:23]=1)[N:20]=[CH:19][N:18]=[C:17]2[NH:16][C:12]1[CH:11]=[C:10]2[C:15](=[CH:14][CH:13]=1)[N:7]([CH2:6][C:5]1[CH:28]=[CH:29][CH:30]=[C:3]([F:2])[CH:4]=1)[N:8]=[CH:9]2)([CH3:34])([CH3:33])[CH3:32]. The yield is 0.890. (5) The reactants are [O:1]1[CH:5]=[CH:4][CH:3]=[C:2]1[C:6]1[C:7]2[NH:15][N:14]=[N:13][C:8]=2[N:9]=[C:10]([NH2:12])[N:11]=1.Br[CH2:17][C:18]([O:20][CH2:21][CH3:22])=[O:19]. The catalyst is CN(C=O)C.CN(C1C=CN=CC=1)C. The product is [NH2:12][C:10]1[N:11]=[C:6]([C:2]2[O:1][CH:5]=[CH:4][CH:3]=2)[C:7]2[N:15]=[N:14][N:13]([CH2:17][C:18]([O:20][CH2:21][CH3:22])=[O:19])[C:8]=2[N:9]=1. The yield is 0.350. (6) The reactants are Cl[C:2]1[C:11]2[C:6](=[CH:7][CH:8]=[C:9]([O:12][CH3:13])[CH:10]=2)[N:5]=[C:4]([C:14]2[CH:22]=[CH:21][C:17]([C:18]([OH:20])=[O:19])=[CH:16][CH:15]=2)[C:3]=1[F:23]. The catalyst is CO.[Pd]. The product is [F:23][C:3]1[C:4]([C:14]2[CH:22]=[CH:21][C:17]([C:18]([OH:20])=[O:19])=[CH:16][CH:15]=2)=[N:5][C:6]2[C:11]([CH:2]=1)=[CH:10][C:9]([O:12][CH3:13])=[CH:8][CH:7]=2. The yield is 0.660. (7) The yield is 0.970. The reactants are C([O:3][C:4]([C:6]1[C:10]([CH3:11])=[CH:9][NH:8][C:7]=1[CH2:12][CH2:13][NH:14][CH2:15][CH2:16][N:17]([CH3:19])[CH3:18])=O)C.C[Al](C)C.Cl.[OH-].[Na+]. The product is [CH3:18][N:17]([CH3:19])[CH2:16][CH2:15][N:14]1[CH2:13][CH2:12][C:7]2[NH:8][CH:9]=[C:10]([CH3:11])[C:6]=2[C:4]1=[O:3]. The catalyst is C1(C)C=CC=CC=1.O. (8) The reactants are [NH2:1][C:2]1[N:7]=[C:6](Cl)[N:5]=[C:4]([NH:9][CH2:10][CH2:11][CH3:12])[N:3]=1.Cl.[CH3:14][NH:15][O:16][CH3:17].CCN(C(C)C)C(C)C. The catalyst is CCO. The product is [NH2:1][C:2]1[N:7]=[C:6]([N:15]([CH3:14])[O:16][CH3:17])[N:5]=[C:4]([NH:9][CH2:10][CH2:11][CH3:12])[N:3]=1. The yield is 0.890. (9) The reactants are C(OC(=O)[NH:7][C@H:8]([CH2:25][C:26]1[CH:27]=[N:28][CH:29]=[CH:30][CH:31]=1)[C:9]([N:11]1[CH2:16][CH2:15][N:14]([C:17]2[CH:22]=[CH:21][CH:20]=[CH:19][C:18]=2[O:23][CH3:24])[CH2:13][CH2:12]1)=[O:10])(C)(C)C.Cl. The catalyst is C1COCC1. The product is [NH2:7][C@H:8]([CH2:25][C:26]1[CH:27]=[N:28][CH:29]=[CH:30][CH:31]=1)[C:9]([N:11]1[CH2:12][CH2:13][N:14]([C:17]2[CH:22]=[CH:21][CH:20]=[CH:19][C:18]=2[O:23][CH3:24])[CH2:15][CH2:16]1)=[O:10]. The yield is 1.00.